Dataset: Forward reaction prediction with 1.9M reactions from USPTO patents (1976-2016). Task: Predict the product of the given reaction. Given the reactants [BH4-].[Na+].[CH2:11]([Se:10][Se:10][CH2:11][C@H:12]([NH2:16])[C:13]([OH:15])=[O:14])[C@H:12]([NH2:16])[C:13]([OH:15])=[O:14].[Cl:17]C[C:19]1[CH:24]=[CH:23][C:22]([CH3:25])=[CH:21][CH:20]=1.[CH2:26]1COCC1, predict the reaction product. The product is: [ClH:17].[CH3:26][CH:25]([Se:10][CH2:11][C@@H:12]([C:13]([OH:15])=[O:14])[NH2:16])[C:22]1[CH:21]=[CH:20][CH:19]=[CH:24][CH:23]=1.